Dataset: Forward reaction prediction with 1.9M reactions from USPTO patents (1976-2016). Task: Predict the product of the given reaction. The product is: [CH3:2][O:3][N:4]([CH3:5])[C:19](=[O:20])[CH:18]([C:23]1[CH:28]=[CH:27][CH:26]=[C:25]([F:29])[CH:24]=1)[CH2:17][C:14]1[CH:13]=[CH:12][C:11]([Cl:10])=[CH:16][CH:15]=1. Given the reactants Cl.[CH3:2][O:3][NH:4][CH3:5].[Cl-].C[Al+]C.[Cl:10][C:11]1[CH:16]=[CH:15][C:14]([CH2:17][CH:18]([C:23]2[CH:28]=[CH:27][CH:26]=[C:25]([F:29])[CH:24]=2)[C:19](OC)=[O:20])=[CH:13][CH:12]=1, predict the reaction product.